This data is from Reaction yield outcomes from USPTO patents with 853,638 reactions. The task is: Predict the reaction yield, written as a fraction of the theoretical maximum amount of product (1.0 means a 100% yield; for example, 0.34 means a 34% yield). (1) The reactants are [C:1]1([CH2:7][CH2:8][CH2:9][C:10]#[C:11][C:12]2[CH:13]=[C:14]([CH2:17][C:18]#N)[S:15][CH:16]=2)[CH:6]=[CH:5][CH:4]=[CH:3][CH:2]=1.[OH-].[K+].Cl.C(N(CC)CC)C.ClC(OCC)=[O:32].[BH4-].[Na+]. The catalyst is C(O)C.O.O1CCCC1. The product is [C:1]1([CH2:7][CH2:8][CH2:9][C:10]#[C:11][C:12]2[CH:13]=[C:14]([CH2:17][CH2:18][OH:32])[S:15][CH:16]=2)[CH:6]=[CH:5][CH:4]=[CH:3][CH:2]=1. The yield is 0.840. (2) The reactants are Cl[C:2]1[CH:7]=[CH:6][C:5]([O:8][CH3:9])=[CH:4][C:3]=1[NH:10][C:11]1[C:12]([C:17]([F:20])([F:19])[F:18])=[N:13][CH:14]=[CH:15][CH:16]=1.F[B-](F)(F)F.C([PH+](C(C)(C)C)C(C)(C)C)(C)(C)C.C(=O)([O-])[O-].[K+].[K+]. The catalyst is C([O-])(=O)C.[Pd+2].C([O-])(=O)C.CN(C)C(=O)C. The product is [CH3:9][O:8][C:5]1[CH:4]=[C:3]2[C:2]([C:16]3[CH:15]=[CH:14][N:13]=[C:12]([C:17]([F:20])([F:19])[F:18])[C:11]=3[NH:10]2)=[CH:7][CH:6]=1. The yield is 0.690. (3) The reactants are [C:1]([C:3]1[CH:8]=[CH:7][C:6]([C:9]2([O:12][CH2:13][C:14]([CH3:17])([CH3:16])[CH3:15])[CH2:11][CH2:10]2)=[CH:5][C:4]=1C)#[CH:2].[CH2:19]([O:21][C:22](=[O:30])[C:23]1[CH:28]=[CH:27][C:26](I)=[CH:25][CH:24]=1)[CH3:20].[CH2:31](N(CC)CC)C. The catalyst is [Cu]I.Cl[Pd](Cl)([P](C1C=CC=CC=1)(C1C=CC=CC=1)C1C=CC=CC=1)[P](C1C=CC=CC=1)(C1C=CC=CC=1)C1C=CC=CC=1. The product is [CH3:15][C:14]([CH3:17])([CH3:16])[CH2:13][O:12][C:9]1([C:6]2[CH:7]=[CH:8][C:3]([C:1]#[C:2][C:26]3[CH:27]=[CH:28][C:23]([C:22]([O:21][CH2:19][CH3:20])=[O:30])=[CH:24][CH:25]=3)=[CH:4][C:5]=2[CH3:31])[CH2:11][CH2:10]1. The yield is 0.500. (4) The reactants are C([NH:4][C:5]1[CH:10]=[CH:9][N:8]=[C:7]2[NH:11][CH:12]=[CH:13][C:6]=12)C=C.CS(O)(=O)=O. The catalyst is [Pd].C(O)C. The product is [NH:11]1[C:7]2=[N:8][CH:9]=[CH:10][C:5]([NH2:4])=[C:6]2[CH:13]=[CH:12]1. The yield is 0.750. (5) The yield is 0.840. No catalyst specified. The reactants are [CH:1]([C:4]1[CH:9]=[CH:8][C:7]([S:10]([C:13]2[CH:18]=[CH:17][CH:16]=[CH:15][CH:14]=2)(=[O:12])=[O:11])=[CH:6][C:5]=1[S:19](Cl)(=[O:21])=[O:20])([CH3:3])[CH3:2].Cl.[NH2:24][CH:25]1[CH2:30][CH2:29][N:28]([C:31]([C:33]2[CH:42]=[CH:41][C:40]3[C:35](=[CH:36][CH:37]=[CH:38][CH:39]=3)[CH:34]=2)=[O:32])[CH2:27][CH2:26]1.C(N(C(C)C)CC)(C)C. The product is [CH:1]([C:4]1[CH:9]=[CH:8][C:7]([S:10]([C:13]2[CH:18]=[CH:17][CH:16]=[CH:15][CH:14]=2)(=[O:12])=[O:11])=[CH:6][C:5]=1[S:19]([NH:24][CH:25]1[CH2:30][CH2:29][N:28]([C:31]([C:33]2[CH:42]=[CH:41][C:40]3[C:35](=[CH:36][CH:37]=[CH:38][CH:39]=3)[CH:34]=2)=[O:32])[CH2:27][CH2:26]1)(=[O:21])=[O:20])([CH3:3])[CH3:2]. (6) The reactants are [Cl:1][C:2]1[CH:30]=[CH:29][C:5]([CH2:6][O:7][C:8]2[C:9]([O:25][CH2:26][CH2:27][F:28])=[C:10]([CH:14]([C:16]3[C:24]4[C:19](=[N:20][CH:21]=[CH:22][CH:23]=4)[NH:18][CH:17]=3)[OH:15])[CH:11]=[CH:12][CH:13]=2)=[C:4]([F:31])[CH:3]=1.CC(OI1(OC(C)=O)(OC(C)=O)OC(=O)C2C=CC=CC1=2)=O. The catalyst is O1CCCC1. The product is [Cl:1][C:2]1[CH:30]=[CH:29][C:5]([CH2:6][O:7][C:8]2[C:9]([O:25][CH2:26][CH2:27][F:28])=[C:10]([C:14]([C:16]3[C:24]4[C:19](=[N:20][CH:21]=[CH:22][CH:23]=4)[NH:18][CH:17]=3)=[O:15])[CH:11]=[CH:12][CH:13]=2)=[C:4]([F:31])[CH:3]=1. The yield is 0.200. (7) The reactants are [CH3:1][C:2]([CH3:22])([C@H:5]([C:12]1[CH:13]=[C:14]2[C:18](=[CH:19][CH:20]=1)[N:17]([CH3:21])[N:16]=[CH:15]2)[C:6]1[CH:11]=[CH:10][CH:9]=[CH:8][CH:7]=1)[C:3]#[N:4].[H-].[Al+3].[Li+].[H-].[H-].[H-].C(OCC)C.[F:34][C:35]([F:41])([F:40])[CH2:36][C:37](O)=[O:38]. The catalyst is C1COCC1. The product is [CH3:1][C:2]([CH3:22])([C@H:5]([C:12]1[CH:13]=[C:14]2[C:18](=[CH:19][CH:20]=1)[N:17]([CH3:21])[N:16]=[CH:15]2)[C:6]1[CH:7]=[CH:8][CH:9]=[CH:10][CH:11]=1)[CH2:3][NH:4][C:37](=[O:38])[CH2:36][C:35]([F:41])([F:40])[F:34]. The yield is 0.510. (8) The reactants are [Br:1][C:2]1[C:7]([F:8])=[CH:6][C:5]([N+:9]([O-:11])=[O:10])=[CH:4][C:3]=1[N+:12]([O-])=O. The catalyst is CC(O)=O.CCOC(C)=O.C([O-])(O)=O.[Na+].[Fe]. The product is [Br:1][C:2]1[C:7]([F:8])=[CH:6][C:5]([N+:9]([O-:11])=[O:10])=[CH:4][C:3]=1[NH2:12]. The yield is 0.520.